Task: Predict the reactants needed to synthesize the given product.. Dataset: Retrosynthesis with 50K atom-mapped reactions and 10 reaction types from USPTO (1) Given the product CC(C)(O)c1ccn2c(-c3ccc(F)c(-c4cc5ccccc5o4)c3)cnc2c1F, predict the reactants needed to synthesize it. The reactants are: CC(C)(O)c1ccn2c(-c3ccc(F)c(Cl)c3)cnc2c1F.OB(O)c1cc2ccccc2o1. (2) Given the product CS(=O)(=O)Nc1ccccc1C1CCN(C(=O)[C@@H](Cc2ccc(Cl)cc2)NC(=O)C2CNC2)CC1, predict the reactants needed to synthesize it. The reactants are: CC(C)(C)OC(=O)N1CC(C(=O)N[C@H](Cc2ccc(Cl)cc2)C(=O)N2CCC(c3ccccc3NS(C)(=O)=O)CC2)C1. (3) Given the product C=CCOc1ccc(C[C@@H](NC(C)=O)C(=O)OC)cc1, predict the reactants needed to synthesize it. The reactants are: C=CCBr.COC(=O)[C@@H](Cc1ccc(O)cc1)NC(C)=O. (4) Given the product O=C(NCC1CN(Cc2ccc(Cl)c(Cl)c2)CCO1)Nc1cccc(Cl)c1, predict the reactants needed to synthesize it. The reactants are: NCC1CN(Cc2ccc(Cl)c(Cl)c2)CCO1.O=C=Nc1cccc(Cl)c1. (5) Given the product C=CCOC(=O)C(C)c1ccc2c(c1)SCC1CCCCC1C2=O, predict the reactants needed to synthesize it. The reactants are: C=CCO.CC(C(=O)O)c1ccc2c(c1)SCC1CCCCC1C2=O. (6) Given the product N=C(Nc1cccc(N)c1)N1CCCC1, predict the reactants needed to synthesize it. The reactants are: N=C(Nc1cccc([N+](=O)[O-])c1)N1CCCC1. (7) Given the product c1csc(N2CCNCC2)n1, predict the reactants needed to synthesize it. The reactants are: Brc1nccs1.C1CNCCN1.